From a dataset of Catalyst prediction with 721,799 reactions and 888 catalyst types from USPTO. Predict which catalyst facilitates the given reaction. (1) Reactant: [C:1]1(/[CH:11]=[CH:12]\[C:13]2[N:14]=[C:15]([CH:18]3[CH2:23][CH2:22][N:21]([C:24]([O:26][C:27]([CH3:30])([CH3:29])[CH3:28])=[O:25])[CH2:20][CH2:19]3)[S:16][CH:17]=2)[C:10]2[C:5](=[CH:6][CH:7]=[CH:8][CH:9]=2)[CH:4]=[CH:3][CH:2]=1. Product: [C:1]1([CH2:11][CH2:12][C:13]2[N:14]=[C:15]([CH:18]3[CH2:23][CH2:22][N:21]([C:24]([O:26][C:27]([CH3:30])([CH3:29])[CH3:28])=[O:25])[CH2:20][CH2:19]3)[S:16][CH:17]=2)[C:10]2[C:5](=[CH:6][CH:7]=[CH:8][CH:9]=2)[CH:4]=[CH:3][CH:2]=1. The catalyst class is: 19. (2) Reactant: [Br:1][C:2]1[CH:7]=[CH:6][C:5]([C:8]([CH:11]2[CH2:13][CH2:12]2)(O)[CH3:9])=[CH:4][CH:3]=1.[SiH](CC)(CC)CC.C(O)(C(F)(F)F)=O. Product: [Br:1][C:2]1[CH:7]=[CH:6][C:5]([CH:8]([CH:11]2[CH2:13][CH2:12]2)[CH3:9])=[CH:4][CH:3]=1. The catalyst class is: 2.